This data is from Tyrosyl-DNA phosphodiesterase HTS with 341,365 compounds. The task is: Binary Classification. Given a drug SMILES string, predict its activity (active/inactive) in a high-throughput screening assay against a specified biological target. The compound is Clc1cc2c(n3c(nc4c(c3=O)ccc(F)c4)C(NC2=O)CC(C)C)cc1. The result is 0 (inactive).